Dataset: Peptide-MHC class II binding affinity with 134,281 pairs from IEDB. Task: Regression. Given a peptide amino acid sequence and an MHC pseudo amino acid sequence, predict their binding affinity value. This is MHC class II binding data. (1) The peptide sequence is PQVKYAVFEAALTKA. The MHC is DRB5_0101 with pseudo-sequence DRB5_0101. The binding affinity (normalized) is 0.786. (2) The peptide sequence is SNKFHIRLIKGELSN. The MHC is DRB1_0301 with pseudo-sequence DRB1_0301. The binding affinity (normalized) is 0.380.